From a dataset of Reaction yield outcomes from USPTO patents with 853,638 reactions. Predict the reaction yield, written as a fraction of the theoretical maximum amount of product (1.0 means a 100% yield; for example, 0.34 means a 34% yield). (1) The reactants are [CH3:1][C:2]([S@@:5]([NH2:7])=[O:6])([CH3:4])[CH3:3].[Si:8]([O:15][CH2:16][CH:17]=O)([C:11]([CH3:14])([CH3:13])[CH3:12])([CH3:10])[CH3:9]. The catalyst is C(Cl)Cl.S([O-])([O-])(=O)=O.[Cu+2]. The product is [Si:8]([O:15][CH2:16]/[CH:17]=[N:7]/[S@:5]([C:2]([CH3:4])([CH3:3])[CH3:1])=[O:6])([C:11]([CH3:14])([CH3:13])[CH3:12])([CH3:10])[CH3:9]. The yield is 0.730. (2) The yield is 0.150. The catalyst is CN(C)C(=O)C.[Zn]. The reactants are [NH:1]1[C:5]2=[N:6][CH:7]=[CH:8][CH:9]=[C:4]2[C:3]([CH:10]=[C:11]2[O:15][C:14]([NH:16][C:17]3[CH:22]=[CH:21][C:20]([F:23])=[CH:19][CH:18]=3)=[C:13]([C:24]([O:26]C)=[O:25])[C:12]2=[O:28])=[CH:2]1.[OH:29][CH2:30][CH2:31][N:32]1[CH2:37][CH2:36][O:35][CH2:34][CH2:33]1. The product is [CH:24]([OH:26])=[O:25].[NH:1]1[C:5]2=[N:6][CH:7]=[CH:8][CH:9]=[C:4]2[C:3]([CH:10]=[C:11]2[O:15][C:14]([NH:16][C:17]3[CH:22]=[CH:21][C:20]([F:23])=[CH:19][CH:18]=3)=[C:13]([C:24]([O:29][CH2:30][CH2:31][N:32]3[CH2:37][CH2:36][O:35][CH2:34][CH2:33]3)=[O:25])[C:12]2=[O:28])=[CH:2]1. (3) The reactants are FC([C:4]([O:10][C:11]([C:14]([C:17]([C:20](F)=[O:21])([F:19])[F:18])([F:16])[F:15])([F:13])[F:12])([C:6]([F:9])([F:8])[F:7])[F:5])=O.FC(F)(C(F)(F)C(F)=O)C(F)=[O:26].C(=O)([O-])[O-].[Na+].[Na+].C(=O)=O.S(=O)(=O)(O)O.[OH-].[Na+]. The catalyst is COCCOCCOC.O. The product is [C:6]([CH:4]([O:10][C:11]([C:14]([C:17]([C:20]([OH:26])=[O:21])([F:19])[F:18])([F:15])[F:16])([F:13])[F:12])[F:5])([F:9])([F:7])[F:8]. The yield is 0.950. (4) The reactants are [F:1][C:2]1[CH:7]=[CH:6][C:5]([C:8]2[C:12]([CH2:13][O:14][C:15]3[CH:16]=[C:17]([C:21]([OH:23])=O)[N:18]([CH3:20])[N:19]=3)=[C:11]([CH3:24])[O:10][N:9]=2)=[CH:4][CH:3]=1.[C:25]([NH:28][CH2:29][CH2:30][NH2:31])(=[O:27])[CH3:26]. No catalyst specified. The product is [C:25]([NH:28][CH2:29][CH2:30][NH:31][C:21]([C:17]1[N:18]([CH3:20])[N:19]=[C:15]([O:14][CH2:13][C:12]2[C:8]([C:5]3[CH:4]=[CH:3][C:2]([F:1])=[CH:7][CH:6]=3)=[N:9][O:10][C:11]=2[CH3:24])[CH:16]=1)=[O:23])(=[O:27])[CH3:26]. The yield is 0.560. (5) The yield is 0.488. The product is [N:9]1[CH:10]=[CH:11][CH:12]=[C:7]([N:5]2[CH:6]=[C:2]([C:18]3[CH:17]=[CH:16][C:15]([C:14]([F:25])([F:24])[F:13])=[N:20][CH:19]=3)[CH:3]=[N:4]2)[CH:8]=1. The reactants are I[C:2]1[CH:3]=[N:4][N:5]([C:7]2[CH:8]=[N:9][CH:10]=[CH:11][CH:12]=2)[CH:6]=1.[F:13][C:14]([F:25])([F:24])[C:15]1[N:20]=[CH:19][C:18](B(O)O)=[CH:17][CH:16]=1.C(=O)([O-])[O-].[Cs+].[Cs+]. The catalyst is C(#N)C.O.ClCCl.Cl[Pd](Cl)([P](C1C=CC=CC=1)(C1C=CC=CC=1)C1C=CC=CC=1)[P](C1C=CC=CC=1)(C1C=CC=CC=1)C1C=CC=CC=1. (6) The reactants are [Cl:1][C:2]1[CH:3]=[C:4]([OH:11])[C:5](=[CH:9][CH:10]=1)[C:6]([OH:8])=O.[Cl:12][C:13]1[CH:14]=[C:15]([CH:17]=[C:18]([Cl:20])[CH:19]=1)[NH2:16]. No catalyst specified. The product is [Cl:1][C:2]1[CH:10]=[CH:9][C:5]([C:6]([NH:16][C:15]2[CH:14]=[C:13]([Cl:12])[CH:19]=[C:18]([Cl:20])[CH:17]=2)=[O:8])=[C:4]([OH:11])[CH:3]=1. The yield is 0.572.